This data is from Retrosynthesis with 50K atom-mapped reactions and 10 reaction types from USPTO. The task is: Predict the reactants needed to synthesize the given product. (1) The reactants are: CCOC1CNC1.CNC(=O)[C@@](C)(C(=O)NOC1CCCCO1)N(C)C(=O)c1ccc(C#Cc2ccc(C=O)cc2)cc1. Given the product CCOC1CN(Cc2ccc(C#Cc3ccc(C(=O)N(C)[C@@](C)(C(=O)NC)C(=O)NOC4CCCCO4)cc3)cc2)C1, predict the reactants needed to synthesize it. (2) Given the product Cc1c(SCCCn2ccnc2)ccnc1CSc1ccncc1, predict the reactants needed to synthesize it. The reactants are: Cc1c(SCCCCl)ccnc1CSc1ccncc1.c1c[nH]cn1. (3) Given the product CCCCCCCNC(=O)N(C)c1cccc(-c2ccc(CCC(=O)O)cc2OCc2ccc(F)cc2)c1, predict the reactants needed to synthesize it. The reactants are: CCCCCCCNC(=O)N(C)c1cccc(-c2ccc(CCC(=O)OC)cc2OCc2ccc(F)cc2)c1. (4) Given the product CC(C)(C)OC(=O)N1CCC[C@@H](Nc2nc(-c3cnc4ccc(F)cn34)ncc2Cl)C1, predict the reactants needed to synthesize it. The reactants are: CC(C)(C)OC(=O)N1CCC[C@@H](N)C1.Fc1ccc2ncc(-c3ncc(Cl)c(Cl)n3)n2c1. (5) Given the product CC(=O)NC[C@H]1CC[C@H](n2c([C@@H](C)O)nc3cnc4ccsc4c32)CC1, predict the reactants needed to synthesize it. The reactants are: CC(=O)OC(C)=O.C[C@@H](O)c1nc2cnc3ccsc3c2n1[C@H]1CC[C@H](CN)CC1.O=C(O)C(F)(F)F.